Regression. Given a peptide amino acid sequence and an MHC pseudo amino acid sequence, predict their binding affinity value. This is MHC class I binding data. From a dataset of Peptide-MHC class I binding affinity with 185,985 pairs from IEDB/IMGT. (1) The peptide sequence is NLEKAKQTL. The MHC is HLA-A68:02 with pseudo-sequence HLA-A68:02. The binding affinity (normalized) is 0.395. (2) The peptide sequence is YFVPNLKDM. The MHC is HLA-B51:01 with pseudo-sequence HLA-B51:01. The binding affinity (normalized) is 0.213. (3) The peptide sequence is AVHDFFKFR. The MHC is HLA-A68:01 with pseudo-sequence HLA-A68:01. The binding affinity (normalized) is 0.776.